This data is from Catalyst prediction with 721,799 reactions and 888 catalyst types from USPTO. The task is: Predict which catalyst facilitates the given reaction. (1) Reactant: [NH:1]1[CH2:5][CH2:4][CH2:3][CH2:2]1.[CH2:6]([O:9][N:10]1[C:19](=[O:20])[C:18]2[C:13](=[CH:14][C:15](F)=[C:16]([F:21])[CH:17]=2)[N:12]([CH2:23][C:24]2[CH:29]=[CH:28][CH:27]=[CH:26][CH:25]=2)[C:11]1=[O:30])[CH:7]=[CH2:8].C(N(CC)CC)C. Product: [CH2:6]([O:9][N:10]1[C:19](=[O:20])[C:18]2[C:13](=[CH:14][C:15]([N:1]3[CH2:5][CH2:4][CH2:3][CH2:2]3)=[C:16]([F:21])[CH:17]=2)[N:12]([CH2:23][C:24]2[CH:25]=[CH:26][CH:27]=[CH:28][CH:29]=2)[C:11]1=[O:30])[CH:7]=[CH2:8]. The catalyst class is: 10. (2) Reactant: [CH2:1]([O:8][C:9]1[CH:14]=[CH:13][N:12]([C:15]2[CH:23]=[CH:22][C:21]3[N:20]([CH3:24])[C:19]4[CH2:25][CH2:26][NH:27][CH2:28][C:18]=4[C:17]=3[CH:16]=2)[C:11](=[O:29])[CH:10]=1)[C:2]1[CH:7]=[CH:6][CH:5]=[CH:4][CH:3]=1.C=O.[BH-](OC(C)=O)(OC(C)=O)O[C:34](C)=O.[Na+]. Product: [CH2:1]([O:8][C:9]1[CH:14]=[CH:13][N:12]([C:15]2[CH:23]=[CH:22][C:21]3[N:20]([CH3:24])[C:19]4[CH2:25][CH2:26][N:27]([CH3:34])[CH2:28][C:18]=4[C:17]=3[CH:16]=2)[C:11](=[O:29])[CH:10]=1)[C:2]1[CH:3]=[CH:4][CH:5]=[CH:6][CH:7]=1. The catalyst class is: 5. (3) Reactant: Cl[C:2]1[CH:9]=[CH:8][C:5]([C:6]#[N:7])=[CH:4][C:3]=1[N+:10]([O-:12])=[O:11].[CH3:13][NH2:14]. Product: [CH3:13][NH:14][C:2]1[CH:9]=[CH:8][C:5]([C:6]#[N:7])=[CH:4][C:3]=1[N+:10]([O-:12])=[O:11]. The catalyst class is: 14. (4) Reactant: Cl[C:2]1[N:10]=[C:9]([Cl:11])[CH:8]=[CH:7][C:3]=1[C:4]([OH:6])=[O:5].[CH2:12]([NH2:14])[CH3:13]. Product: [Cl:11][C:9]1[CH:8]=[CH:7][C:3]([C:4]([OH:6])=[O:5])=[C:2]([NH:14][CH2:12][CH3:13])[N:10]=1. The catalyst class is: 6. (5) Reactant: [NH2:1][C@H:2]([C:5]1[N:14]([C:15]2[CH:20]=[CH:19][CH:18]=[CH:17][CH:16]=2)[C:13](=[O:21])[C:12]2[C:7](=[CH:8][CH:9]=[CH:10][C:11]=2[F:22])[N:6]=1)[CH2:3][CH3:4].Cl[C:24]1[CH:29]=[CH:28][N:27]=[C:26]2[NH:30][CH:31]=[N:32][C:25]=12.C(N(C(C)C)CC)(C)C. Product: [N:32]1[C:25]2[C:26](=[N:27][CH:28]=[CH:29][C:24]=2[NH:1][C@H:2]([C:5]2[N:14]([C:15]3[CH:16]=[CH:17][CH:18]=[CH:19][CH:20]=3)[C:13](=[O:21])[C:12]3[C:7](=[CH:8][CH:9]=[CH:10][C:11]=3[F:22])[N:6]=2)[CH2:3][CH3:4])[NH:30][CH:31]=1. The catalyst class is: 218. (6) Reactant: Br[CH2:2][C:3]1[CH:23]=[CH:22][C:6]([CH2:7][N:8]2[CH2:13][CH2:12][C:11]3([C:21]4[C:16](=[CH:17][CH:18]=[CH:19][CH:20]=4)[CH2:15][CH2:14]3)[CH2:10][CH2:9]2)=[CH:5][CH:4]=1.[F:24][C:25]1[CH:30]=[C:29]([OH:31])[CH:28]=[CH:27][C:26]=1[CH2:32][CH2:33][C:34]([O:36][CH2:37][CH3:38])=[O:35].C([O-])([O-])=O.[K+].[K+]. Product: [F:24][C:25]1[CH:30]=[C:29]([O:31][CH2:2][C:3]2[CH:23]=[CH:22][C:6]([CH2:7][N:8]3[CH2:13][CH2:12][C:11]4([C:21]5[C:16](=[CH:17][CH:18]=[CH:19][CH:20]=5)[CH2:15][CH2:14]4)[CH2:10][CH2:9]3)=[CH:5][CH:4]=2)[CH:28]=[CH:27][C:26]=1[CH2:32][CH2:33][C:34]([O:36][CH2:37][CH3:38])=[O:35]. The catalyst class is: 18. (7) Reactant: [OH-].[Na+].C[O:4][C:5](=[O:18])[C:6]1[CH:11]=[CH:10][C:9]([N:12]2[CH2:16][CH2:15][CH2:14][C:13]2=[O:17])=[CH:8][CH:7]=1.Cl. Product: [O:17]=[C:13]1[CH2:14][CH2:15][CH2:16][N:12]1[C:9]1[CH:10]=[CH:11][C:6]([C:5]([OH:18])=[O:4])=[CH:7][CH:8]=1. The catalyst class is: 24. (8) Reactant: [CH3:1][C:2]1[C:3]([CH3:31])=[CH:4][C:5]2[N:14]([CH2:15][CH2:16][CH2:17][CH2:18][CH2:19][C:20]([CH3:27])([CH3:26])[C:21]([O:23]CC)=[O:22])[C:13]3[C:8]([C:9](=[O:29])[NH:10][C:11](=[O:28])[N:12]=3)=[N:7][C:6]=2[CH:30]=1.Cl. Product: [CH3:1][C:2]1[C:3]([CH3:31])=[CH:4][C:5]2[N:14]([CH2:15][CH2:16][CH2:17][CH2:18][CH2:19][C:20]([CH3:27])([CH3:26])[C:21]([OH:23])=[O:22])[C:13]3[C:8]([C:9](=[O:29])[NH:10][C:11](=[O:28])[N:12]=3)=[N:7][C:6]=2[CH:30]=1. The catalyst class is: 6.